Dataset: Reaction yield outcomes from USPTO patents with 853,638 reactions. Task: Predict the reaction yield, written as a fraction of the theoretical maximum amount of product (1.0 means a 100% yield; for example, 0.34 means a 34% yield). (1) The reactants are [Br:1][C:2]1[CH:7]=[CH:6][C:5]([C:8](=[N+]=[N-])[C:9]([O:11][CH3:12])=[O:10])=[CH:4][CH:3]=1.[CH:15](/[C:19]1[CH:24]=[CH:23][CH:22]=[CH:21][CH:20]=1)=[CH:16]\[CH:17]=[CH2:18]. The catalyst is C1(C)C=CC=CC=1. The product is [Br:1][C:2]1[CH:7]=[CH:6][C:5]([C:8]2([C:9]([O:11][CH3:12])=[O:10])[CH2:18][CH:17]2/[CH:16]=[CH:15]/[C:19]2[CH:24]=[CH:23][CH:22]=[CH:21][CH:20]=2)=[CH:4][CH:3]=1. The yield is 0.940. (2) The reactants are C(OC([N:6]1[CH2:11][CH2:10][N:9]([S:12](=[O:39])(=[O:38])[NH:13][CH2:14][CH2:15][O:16][C:17]2[CH:26]=[C:25]3[C:20]([CH2:21][CH2:22][N:23]=[C:24]3[C:27]3([C:31]4[CH:36]=[CH:35][C:34]([Cl:37])=[CH:33][CH:32]=4)[CH2:30][CH2:29][CH2:28]3)=[CH:19][CH:18]=2)[CH2:8][CH2:7]1)=O)C.[OH-].[K+].O. The catalyst is C(O)C. The product is [Cl:37][C:34]1[CH:33]=[CH:32][C:31]([C:27]2([C:24]3[C:25]4[C:20](=[CH:19][CH:18]=[C:17]([O:16][CH2:15][CH2:14][NH:13][S:12]([N:9]5[CH2:10][CH2:11][NH:6][CH2:7][CH2:8]5)(=[O:38])=[O:39])[CH:26]=4)[CH2:21][CH2:22][N:23]=3)[CH2:30][CH2:29][CH2:28]2)=[CH:36][CH:35]=1. The yield is 0.610.